From a dataset of Reaction yield outcomes from USPTO patents with 853,638 reactions. Predict the reaction yield, written as a fraction of the theoretical maximum amount of product (1.0 means a 100% yield; for example, 0.34 means a 34% yield). (1) The reactants are [C:1]([O:5][C:6](=[O:21])[NH:7][N:8]1[C:16]2[C:11](=[CH:12][C:13]([CH2:17]C(O)=O)=[CH:14][CH:15]=2)[CH:10]=[CH:9]1)([CH3:4])([CH3:3])[CH3:2].CC(C[AlH]CC(C)C)C.C1C[O:34]CC1. No catalyst specified. The product is [C:1]([O:5][C:6](=[O:21])[NH:7][N:8]1[C:16]2[C:11](=[CH:12][C:13]([CH2:17][OH:34])=[CH:14][CH:15]=2)[CH:10]=[CH:9]1)([CH3:4])([CH3:3])[CH3:2]. The yield is 0.680. (2) The reactants are [N+:1]([C:4]1[CH:5]=[C:6]([CH:8]=[CH:9][CH:10]=1)[NH2:7])([O-:3])=[O:2].[F:11][C:12]([F:25])([O:16][C:17]1[CH:18]=[C:19]([CH:22]=[CH:23][CH:24]=1)[CH:20]=O)[CH:13]([F:15])[F:14].C(O)(=O)C.[BH-](OC(C)=O)(OC(C)=O)OC(C)=O.[Na+]. The catalyst is ClC(Cl)C. The product is [N+:1]([C:4]1[CH:5]=[C:6]([NH:7][CH2:20][C:19]2[CH:22]=[CH:23][CH:24]=[C:17]([O:16][C:12]([F:11])([F:25])[CH:13]([F:14])[F:15])[CH:18]=2)[CH:8]=[CH:9][CH:10]=1)([O-:3])=[O:2]. The yield is 0.700. (3) The reactants are [CH2:1]([CH:3]1[CH2:7][C:6](=O)[CH2:5][CH:4]1[C:9]([O:11][CH2:12][CH3:13])=[O:10])[CH3:2].CC(O)=O.[CH2:18]([NH:25][CH2:26][C:27]1[CH:32]=[CH:31][CH:30]=[CH:29][CH:28]=1)[C:19]1[CH:24]=[CH:23][CH:22]=[CH:21][CH:20]=1.C(O[BH-](OC(=O)C)OC(=O)C)(=O)C.[Na+].C([O-])(O)=O.[Na+]. The catalyst is ClCCCl. The product is [CH2:26]([N:25]([CH2:18][C:19]1[CH:24]=[CH:23][CH:22]=[CH:21][CH:20]=1)[CH:6]1[CH2:5][CH:4]([C:9]([O:11][CH2:12][CH3:13])=[O:10])[CH:3]([CH2:1][CH3:2])[CH2:7]1)[C:27]1[CH:32]=[CH:31][CH:30]=[CH:29][CH:28]=1. The yield is 0.720. (4) The reactants are [Cl:1][C:2]1[C:7](/[CH:8]=[CH:9]/[C:10]2[CH:15]=[CH:14][CH:13]=[CH:12][CH:11]=2)=[CH:6][N:5]=[CH:4][N:3]=1.[C:16]1(/C=C/B(O)O)[CH:21]=[CH:20][CH:19]=[CH:18][CH:17]=1.ClC1C(I)=CN=C[N:29]=1.[C:35](=[O:38])([O-])[O-].[Na+].[Na+].CN(C)C=O.[C:46]1(C)C=[CH:50][CH:49]=[CH:48][CH:47]=1. The catalyst is [Pd+2].C1(P(C2C=CC=CC=2)[C-]2C=CC=C2)C=CC=CC=1.[C-]1(P(C2C=CC=CC=2)C2C=CC=CC=2)C=CC=C1.[Fe+2]. The product is [ClH:1].[O:38]([C:16]1[CH:17]=[CH:18][C:19]([NH:29][C:2]2[C:7](/[CH:8]=[CH:9]/[C:10]3[CH:15]=[CH:14][CH:13]=[CH:12][CH:11]=3)=[CH:6][N:5]=[CH:4][N:3]=2)=[CH:20][CH:21]=1)[C:35]1[CH:50]=[CH:49][CH:48]=[CH:47][CH:46]=1. The yield is 0.470. (5) The reactants are Br[C:2]1[CH:3]=[C:4]([O:18][C:19]2[CH:24]=[CH:23][CH:22]=[CH:21][CH:20]=2)[C:5]([NH:8][C:9]2[S:10][C:11]3[C:16]([N:17]=2)=[CH:15][CH:14]=[CH:13][N:12]=3)=[N:6][CH:7]=1.[SH:25][CH2:26][CH2:27][C:28]([O:30][CH3:31])=[O:29].C(N(C(C)C)C(C)C)C. No catalyst specified. The product is [O:18]([C:4]1[CH:3]=[C:2]([S:25][CH2:26][CH2:27][C:28]([O:30][CH3:31])=[O:29])[CH:7]=[N:6][C:5]=1[NH:8][C:9]1[S:10][C:11]2[C:16]([N:17]=1)=[CH:15][CH:14]=[CH:13][N:12]=2)[C:19]1[CH:24]=[CH:23][CH:22]=[CH:21][CH:20]=1. The yield is 0.750.